From a dataset of Full USPTO retrosynthesis dataset with 1.9M reactions from patents (1976-2016). Predict the reactants needed to synthesize the given product. (1) The reactants are: [NH2:1][C:2]1[CH:3]=[C:4]([C:8]2[N:9]([CH3:23])[C:10]3[C:15]([C:16]=2[I:17])=[CH:14][C:13]([C:18]([O:20]C)=[O:19])=[C:12]([OH:22])[CH:11]=3)[CH:5]=[CH:6][CH:7]=1. Given the product [NH2:1][C:2]1[CH:3]=[C:4]([C:8]2[N:9]([CH3:23])[C:10]3[C:15]([C:16]=2[I:17])=[CH:14][C:13]([C:18]([OH:20])=[O:19])=[C:12]([OH:22])[CH:11]=3)[CH:5]=[CH:6][CH:7]=1, predict the reactants needed to synthesize it. (2) The reactants are: [F:1][C:2]([F:24])([F:23])[C:3]1[CH:4]=[CH:5][C:6]([O:9][C:10]2[CH:11]=[C:12]3[C:17](=[CH:18][CH:19]=2)[N:16]=[C:15]([C:20]([OH:22])=O)[CH:14]=[CH:13]3)=[N:7][CH:8]=1.[NH:25]1[CH2:29][CH:28]=[CH:27][CH2:26]1.C(N(C(C)C)CC)(C)C.F[B-](F)(F)F.N1(OC(N(C)C)=[N+](C)C)C2C=CC=CC=2N=N1. Given the product [N:25]1([C:20]([C:15]2[CH:14]=[CH:13][C:12]3[C:17](=[CH:18][CH:19]=[C:10]([O:9][C:6]4[CH:5]=[CH:4][C:3]([C:2]([F:24])([F:23])[F:1])=[CH:8][N:7]=4)[CH:11]=3)[N:16]=2)=[O:22])[CH2:29][CH:28]=[CH:27][CH2:26]1, predict the reactants needed to synthesize it. (3) Given the product [Cl:1][CH2:2][C:3]1[N:13]=[C:11]([C:10]2[CH:14]=[CH:15][CH:16]=[C:8]([F:7])[CH:9]=2)[O:12][CH:5]=1, predict the reactants needed to synthesize it. The reactants are: [Cl:1][CH2:2][C:3]([CH2:5]Cl)=O.[F:7][C:8]1[CH:9]=[C:10]([CH:14]=[CH:15][CH:16]=1)[C:11]([NH2:13])=[O:12]. (4) Given the product [Cl:11][C:12]1[CH:21]=[C:20]([CH:22]([NH:24][C:2]2[N:10]=[CH:9][N:8]=[C:7]3[C:3]=2[N:4]=[CH:5][NH:6]3)[CH3:23])[C:19]([N:25]2[CH2:26][CH2:27][C:28]([F:32])([F:31])[CH2:29][CH2:30]2)=[C:18]2[C:13]=1[CH:14]=[CH:15][CH:16]=[N:17]2, predict the reactants needed to synthesize it. The reactants are: Br[C:2]1[N:10]=[CH:9][N:8]=[C:7]2[C:3]=1[N:4]=[CH:5][NH:6]2.[Cl:11][C:12]1[CH:21]=[C:20]([CH:22]([NH2:24])[CH3:23])[C:19]([N:25]2[CH2:30][CH2:29][C:28]([F:32])([F:31])[CH2:27][CH2:26]2)=[C:18]2[C:13]=1[CH:14]=[CH:15][CH:16]=[N:17]2.C(N(CC)C(C)C)(C)C. (5) Given the product [C:1]([C:3]1[CH:8]=[CH:7][N:6]=[C:5]2[NH:9][CH:10]=[C:11]([CH2:12][C:13]3[CH:14]=[CH:15][C:16]([NH:19][CH2:28][C:25]4[CH:26]=[N:27][C:22]([C:21]([F:31])([F:20])[F:30])=[CH:23][CH:24]=4)=[N:17][CH:18]=3)[C:4]=12)#[CH:2], predict the reactants needed to synthesize it. The reactants are: [C:1]([C:3]1[CH:8]=[CH:7][N:6]=[C:5]2[NH:9][CH:10]=[C:11]([CH2:12][C:13]3[CH:14]=[CH:15][C:16]([NH2:19])=[N:17][CH:18]=3)[C:4]=12)#[CH:2].[F:20][C:21]([F:31])([F:30])[C:22]1[N:27]=[CH:26][C:25]([CH:28]=O)=[CH:24][CH:23]=1.FC(F)(F)C(O)=O.C([SiH](CC)CC)C. (6) The reactants are: Cl[C:2]1[N:3]=[C:4]([C:16]2[CH:21]=[C:20]([CH3:22])[CH:19]=[C:18]([CH3:23])[CH:17]=2)[C:5]([C:8]2[CH:13]=[C:12]([CH3:14])[CH:11]=[C:10]([CH3:15])[CH:9]=2)=[N:6][CH:7]=1.[CH3:24][C:25]1[CH:30]=[CH:29][CH:28]=[C:27]([CH3:31])[C:26]=1B(O)O.C(=O)([O-])[O-].[Na+].[Na+].O. Given the product [CH3:24][C:25]1[CH:30]=[CH:29][CH:28]=[C:27]([CH3:31])[C:26]=1[C:2]1[N:3]=[C:4]([C:16]2[CH:17]=[C:18]([CH3:23])[CH:19]=[C:20]([CH3:22])[CH:21]=2)[C:5]([C:8]2[CH:9]=[C:10]([CH3:15])[CH:11]=[C:12]([CH3:14])[CH:13]=2)=[N:6][CH:7]=1, predict the reactants needed to synthesize it. (7) Given the product [NH2:21][C:19]1[C:18]([CH3:24])=[CH:17][N:16]=[C:15]([NH:14][C@@H:11]2[CH2:10][CH2:9][C@H:8]([NH:7][C:5](=[O:6])[C:4]3[CH:26]=[C:27]([F:30])[C:28]([F:29])=[C:2]([F:1])[CH:3]=3)[CH2:13][CH2:12]2)[CH:20]=1, predict the reactants needed to synthesize it. The reactants are: [F:1][C:2]1[CH:3]=[C:4]([CH:26]=[C:27]([F:30])[C:28]=1[F:29])[C:5]([NH:7][C@H:8]1[CH2:13][CH2:12][C@@H:11]([NH:14][C:15]2[CH:20]=[C:19]([N+:21]([O-])=O)[C:18]([CH3:24])=[CH:17][N+:16]=2[O-])[CH2:10][CH2:9]1)=[O:6]. (8) Given the product [CH3:23][O:24][C:25](=[O:29])[C:26]([C:8]1[C:7]([CH3:11])=[C:6]([S:12][C:13]2[CH:14]=[CH:15][C:16]([S:19]([CH3:22])(=[O:21])=[O:20])=[CH:17][CH:18]=2)[N:5]2[C:9]=1[CH:10]=[C:2]([Cl:1])[CH:3]=[CH:4]2)=[O:27], predict the reactants needed to synthesize it. The reactants are: [Cl:1][C:2]1[CH:3]=[CH:4][N:5]2[C:9]([CH:10]=1)=[CH:8][C:7]([CH3:11])=[C:6]2[S:12][C:13]1[CH:18]=[CH:17][C:16]([S:19]([CH3:22])(=[O:21])=[O:20])=[CH:15][CH:14]=1.[CH3:23][O:24][C:25](=[O:29])[C:26](Cl)=[O:27]. (9) The reactants are: [CH2:1]([C:8]([OH:18])([C:14]([NH:16][NH2:17])=O)[C:9]([O:11][CH2:12]C)=[O:10])[C:2]1[CH:7]=[CH:6][CH:5]=[CH:4][CH:3]=1.[CH3:19][O:20][C:21]1[CH:22]=[C:23]([CH:26]=[C:27]([O:29][CH3:30])[CH:28]=1)[C:24]#[N:25].C([O-])([O-])=O.[K+].[K+].[Si](C=[N+]=[N-])(C)(C)C. Given the product [CH3:30][O:29][C:27]1[CH:26]=[C:23]([C:24]2[NH:25][C:14]([C:8]([OH:18])([CH2:1][C:2]3[CH:7]=[CH:6][CH:5]=[CH:4][CH:3]=3)[C:9]([O:11][CH3:12])=[O:10])=[N:16][N:17]=2)[CH:22]=[C:21]([O:20][CH3:19])[CH:28]=1, predict the reactants needed to synthesize it.